This data is from Reaction yield outcomes from USPTO patents with 853,638 reactions. The task is: Predict the reaction yield, written as a fraction of the theoretical maximum amount of product (1.0 means a 100% yield; for example, 0.34 means a 34% yield). The reactants are [CH2:1]([N:3]1[C:7]([CH2:8][S:9][C:10]2[N:15]=[C:14]([OH:16])[CH:13]=[C:12]([CH3:17])[N:11]=2)=[CH:6][CH:5]=[N:4]1)[CH3:2].[ClH:18].O1CCOCC1. The catalyst is CO. The product is [ClH:18].[CH2:1]([N:3]1[C:7]([CH2:8][S:9][C:10]2[N:15]=[C:14]([OH:16])[CH:13]=[C:12]([CH3:17])[N:11]=2)=[CH:6][CH:5]=[N:4]1)[CH3:2]. The yield is 1.00.